This data is from Reaction yield outcomes from USPTO patents with 853,638 reactions. The task is: Predict the reaction yield, written as a fraction of the theoretical maximum amount of product (1.0 means a 100% yield; for example, 0.34 means a 34% yield). (1) The reactants are [Br:1][C:2]1[CH:3]=[C:4]([C:8](=O)[C:9]([C:11]2C=[CH:19][C:14]3[O:15][CH2:16][CH2:17][O:18][C:13]=3[CH:12]=2)=O)[CH:5]=[CH:6][CH:7]=1.[CH3:22][NH:23][C:24]([NH2:26])=[S:25].[OH-:27].[K+].Cl.[CH3:30]S(C)=O. The catalyst is O. The product is [Br:1][C:2]1[CH:3]=[C:4]([C:8]2([C:9]3[CH:11]=[CH:12][C:13]4[O:18][CH2:17][CH2:16][O:15][C:14]=4[CH:19]=3)[NH:26][C:24](=[S:25])[N:23]([CH3:30])[C:22]2=[O:27])[CH:5]=[CH:6][CH:7]=1. The yield is 0.930. (2) The reactants are [NH2:1][C:2]1[CH:7]=[C:6]([Cl:8])[CH:5]=[CH:4][C:3]=1[CH2:9][OH:10].[Cl:11][C:12]1[N:17]=[C:16](Cl)[CH:15]=[CH:14][N:13]=1.C(N(C(C)C)C(C)C)C. The catalyst is CC(O)CCC. The product is [Cl:8][C:6]1[CH:5]=[CH:4][C:3]([CH2:9][OH:10])=[C:2]([NH:1][C:14]2[CH:15]=[CH:16][N:17]=[C:12]([Cl:11])[N:13]=2)[CH:7]=1. The yield is 0.220. (3) The catalyst is CCOCC. The product is [CH3:11][O:12][C:13]1[CH:20]=[CH:19][CH:18]=[CH:17][C:14]=1[C:15]([NH2:6])=[NH:16]. The yield is 0.910. The reactants are [Li+].C[Si]([N-:6][Si](C)(C)C)(C)C.[CH3:11][O:12][C:13]1[CH:20]=[CH:19][CH:18]=[CH:17][C:14]=1[C:15]#[N:16]. (4) The reactants are [Cl:1][C:2]1[CH:3]=[CH:4][C:5]([NH2:9])=[N:6][C:7]=1[Cl:8].[C:10](N1C=CC=CC1=O)(N1C=CC=CC1=O)=[S:11]. The catalyst is ClCCl.C(OCC)(=O)C.CCCCCC. The product is [Cl:8][C:7]1[C:2]([Cl:1])=[CH:3][CH:4]=[C:5]([N:9]=[C:10]=[S:11])[N:6]=1. The yield is 0.810.